From a dataset of Forward reaction prediction with 1.9M reactions from USPTO patents (1976-2016). Predict the product of the given reaction. (1) Given the reactants [F:1][C:2]1[CH:3]=[CH:4][C:5]([CH2:10][CH2:11][C:12]2[CH:17]=[CH:16][C:15]([O:18][CH3:19])=[CH:14][CH:13]=2)=[C:6]([CH2:8]O)[CH:7]=1.[BrH:20].[C:21]1([PH+:27]([C:34]2[CH:39]=[CH:38][CH:37]=[CH:36][CH:35]=2)[C:28]2[CH:33]=[CH:32][CH:31]=[CH:30][CH:29]=2)[CH:26]=[CH:25][CH:24]=[CH:23][CH:22]=1, predict the reaction product. The product is: [Br-:20].[F:1][C:2]1[CH:3]=[CH:4][C:5]([CH2:10][CH2:11][C:12]2[CH:17]=[CH:16][C:15]([O:18][CH3:19])=[CH:14][CH:13]=2)=[C:6]([CH:7]=1)[CH2:8][P+:27]([C:28]1[CH:29]=[CH:30][CH:31]=[CH:32][CH:33]=1)([C:34]1[CH:39]=[CH:38][CH:37]=[CH:36][CH:35]=1)[C:21]1[CH:22]=[CH:23][CH:24]=[CH:25][CH:26]=1. (2) Given the reactants Cl.[C:2]([C:5]1[CH:10]=[CH:9][C:8]([NH:11][CH2:12][C:13]2[N:17]([CH3:18])[C:16]3[CH:19]=[CH:20][C:21]([C:23]([N:25]([CH2:32][CH2:33][C:34]([O:36][CH2:37][CH3:38])=[O:35])[C:26]4[CH:31]=[CH:30][CH:29]=[CH:28][N:27]=4)=[O:24])=[CH:22][C:15]=3[N:14]=2)=[CH:7][CH:6]=1)(=[NH:4])[NH2:3].C(N(CC)CC)C.Cl[C:47]([O:49][CH2:50][CH2:51][CH2:52][CH2:53][CH2:54][CH3:55])=[O:48].O, predict the reaction product. The product is: [CH3:55][CH2:54][CH2:53][CH2:52][CH2:51][CH2:50][O:49][C:47](/[N:4]=[C:2](\[NH2:3])/[C:5]1[CH:6]=[CH:7][C:8]([NH:11][CH2:12][C:13]2[N:17]([CH3:18])[C:16]3[CH:19]=[CH:20][C:21]([C:23]([N:25]([C:26]4[CH:31]=[CH:30][CH:29]=[CH:28][N:27]=4)[CH2:32][CH2:33][C:34]([O:36][CH2:37][CH3:38])=[O:35])=[O:24])=[CH:22][C:15]=3[N:14]=2)=[CH:9][CH:10]=1)=[O:48].